Dataset: Catalyst prediction with 721,799 reactions and 888 catalyst types from USPTO. Task: Predict which catalyst facilitates the given reaction. (1) Reactant: [C:1]([Cl:6])([C:3](Cl)=O)=[O:2].[Br:7][C:8]1[CH:9]=C[C:11]([Cl:17])=[C:12]([CH:16]=1)C(O)=O.CN(C=O)C. Product: [Br:7][C:8]1[CH:16]=[CH:12][C:11]([Cl:17])=[C:3]([CH:9]=1)[C:1]([Cl:6])=[O:2]. The catalyst class is: 2. (2) Reactant: [CH3:1][C@@:2]1([CH2:13][O:14][C:15]2[CH:20]=[CH:19][C:18]([C:21]3[CH:26]=[CH:25][C:24]([N:27]4[CH2:32][CH2:31][N:30]([C:33](OC(C)(C)C)=O)[CH2:29][CH2:28]4)=[CH:23][CH:22]=3)=[CH:17][CH:16]=2)[O:6][C:5]2=[N:7][C:8]([N+:10]([O-:12])=[O:11])=[CH:9][N:4]2[CH2:3]1.Cl[CH2:41][Cl:42]. Product: [Cl:42][C:41]1[CH:19]=[CH:20][C:15]([CH2:33][N:30]2[CH2:31][CH2:32][N:27]([C:24]3[CH:23]=[CH:22][C:21]([C:18]4[CH:17]=[CH:16][C:15]([O:14][CH2:13][C@:2]5([CH3:1])[O:6][C:5]6=[N:7][C:8]([N+:10]([O-:12])=[O:11])=[CH:9][N:4]6[CH2:3]5)=[CH:20][CH:19]=4)=[CH:26][CH:25]=3)[CH2:28][CH2:29]2)=[CH:16][CH:17]=1. The catalyst class is: 55. (3) Reactant: [F:1][C:2]1[CH:24]=[CH:23][C:5]([CH2:6][O:7][C:8]2[N:13]=[CH:12][C:11]([N:14]3[C:18](=[O:19])[CH2:17][CH:16]([C:20]([OH:22])=O)[CH2:15]3)=[CH:10][CH:9]=2)=[CH:4][CH:3]=1.Cl.CN.[CH2:28]([N:30](CC)CC)C. Product: [CH3:28][NH:30][C:20]([CH:16]1[CH2:17][C:18](=[O:19])[N:14]([C:11]2[CH:12]=[N:13][C:8]([O:7][CH2:6][C:5]3[CH:4]=[CH:3][C:2]([F:1])=[CH:24][CH:23]=3)=[CH:9][CH:10]=2)[CH2:15]1)=[O:22]. The catalyst class is: 9. (4) Reactant: Cl.[Cl:2][C:3]1[CH:26]=[CH:25][C:6]2[N:7]3[C:11]([CH2:12][NH:13][CH2:14][C:5]=2[CH:4]=1)=[N:10][N:9]=[C:8]3[C@H:15]1[CH2:20][CH2:19][C@H:18]([O:21][CH:22]([CH3:24])[CH3:23])[CH2:17][CH2:16]1.C(N(CC)CC)C.[C:34]([O:37][CH2:38][C:39](Cl)=[O:40])(=[O:36])[CH3:35]. The catalyst class is: 4. Product: [Cl:2][C:3]1[CH:26]=[CH:25][C:6]2[N:7]3[C:11](=[N:10][N:9]=[C:8]3[C@H:15]3[CH2:16][CH2:17][C@H:18]([O:21][CH:22]([CH3:24])[CH3:23])[CH2:19][CH2:20]3)[CH2:12][N:13]([C:39](=[O:40])[CH2:38][O:37][C:34](=[O:36])[CH3:35])[CH2:14][C:5]=2[CH:4]=1. (5) Reactant: [OH:1][C:2]1[CH:7]=[CH:6][CH:5]=[CH:4][C:3]=1[NH:8][C:9]1[N:14]=[C:13]([C:15](OCC)=[O:16])[C:12]([N+:20]([O-])=O)=[C:11]([NH:23][C:24]2[CH:29]=[CH:28][CH:27]=[CH:26][C:25]=2[O:30][CH3:31])[N:10]=1.ClC1N=C([C:39](OCC)=[O:40])C([N+]([O-])=O)=C(NC2C=CC=CC=2OC)N=1.[NH2:56]C1C=CC=CC=1O.C(N(CC)C(C)C)(C)C. Product: [OH:1][C:2]1[CH:7]=[CH:6][CH:5]=[CH:4][C:3]=1[NH:8][C:9]1[N:10]=[C:11]2[C:12]([NH:20][C:39](=[O:40])[N:23]2[C:24]2[CH:29]=[CH:28][CH:27]=[CH:26][C:25]=2[O:30][CH3:31])=[C:13]([C:15]([NH2:56])=[O:16])[N:14]=1. The catalyst class is: 3. (6) Reactant: [Br:1][C:2]1[CH:3]=[CH:4][C:5]([Cl:10])=[C:6]([CH:9]=1)[CH2:7]O.C1C=CC(P([N:25]=[N+:26]=[N-:27])(C2C=CC=CC=2)=O)=CC=1.C1CCN2C(=NCCC2)CC1. Product: [Br:1][C:2]1[CH:3]=[CH:4][C:5]([Cl:10])=[C:6]([CH:9]=1)[CH2:7][N:25]=[N+:26]=[N-:27]. The catalyst class is: 11. (7) Reactant: [Br-].[CH3:2][O:3][C:4]1[CH:24]=[CH:23][CH:22]=[C:21]([O:25][CH3:26])[C:5]=1[CH2:6][NH:7][C:8]([NH:10][C:11]1[S:12][CH:13]=[C:14]([C:16]([O:18]CC)=O)[N:15]=1)=[NH:9].[CH:27]([NH:30]C(C)C)([CH3:29])[CH3:28]. Product: [CH3:26][O:25][C:21]1[CH:22]=[CH:23][CH:24]=[C:4]([O:3][CH3:2])[C:5]=1[CH2:6][NH:7][C:8]([NH:10][C:11]1[S:12][CH:13]=[C:14]([C:16]([NH:30][CH:27]([CH3:29])[CH3:28])=[O:18])[N:15]=1)=[NH:9]. The catalyst class is: 4. (8) Reactant: [NH2:1][C:2]1[CH:15]=[C:14]([CH3:16])[CH:13]=[CH:12][C:3]=1[C:4]([C:6]1[CH:11]=[CH:10][CH:9]=[CH:8][CH:7]=1)=O.[NH2:17][C:18](N)=S.CS(C)=O. Product: [C:6]1([C:4]2[C:3]3[C:2](=[CH:15][C:14]([CH3:16])=[CH:13][CH:12]=3)[N:1]=[CH:18][N:17]=2)[CH:11]=[CH:10][CH:9]=[CH:8][CH:7]=1. The catalyst class is: 828.